From a dataset of Reaction yield outcomes from USPTO patents with 853,638 reactions. Predict the reaction yield, written as a fraction of the theoretical maximum amount of product (1.0 means a 100% yield; for example, 0.34 means a 34% yield). The reactants are [CH2:1]([O:8][C:9]([NH:11][C@@H:12]1[C:15](=[O:16])[N:14](CC2C=CC(OC)=CC=2OC)[C@@H:13]1[CH2:28][N:29]1[C:33](=[O:34])[CH2:32][N:31]([C:35]([O:37][C:38]([CH3:41])([CH3:40])[CH3:39])=[O:36])[C:30]1=[O:42])=[O:10])[C:2]1[CH:7]=[CH:6][CH:5]=[CH:4][CH:3]=1.OP([O-])([O-])=O.[K+].[K+]. The catalyst is C(#N)C.O. The product is [CH2:1]([O:8][C:9]([NH:11][C@@H:12]1[C:15](=[O:16])[NH:14][C@@H:13]1[CH2:28][N:29]1[C:33](=[O:34])[CH2:32][N:31]([C:35]([O:37][C:38]([CH3:40])([CH3:39])[CH3:41])=[O:36])[C:30]1=[O:42])=[O:10])[C:2]1[CH:7]=[CH:6][CH:5]=[CH:4][CH:3]=1. The yield is 0.230.